From a dataset of Reaction yield outcomes from USPTO patents with 853,638 reactions. Predict the reaction yield, written as a fraction of the theoretical maximum amount of product (1.0 means a 100% yield; for example, 0.34 means a 34% yield). The reactants are [F:1][C:2]1([F:24])[CH2:6][N:5]([C:7]2[CH:12]=[CH:11][N:10]3[N:13]=[CH:14][C:15]([NH2:16])=[C:9]3[N:8]=2)[C@@H:4]([C:17]2[CH:22]=[CH:21][CH:20]=[C:19]([F:23])[CH:18]=2)[CH2:3]1.C1N=CN([C:30]([N:32]2[CH:36]=N[CH:34]=[CH:33]2)=[O:31])C=1.Cl.N1CC([OH:42])C1.CCN(C(C)C)C(C)C. The catalyst is C(Cl)Cl. The product is [F:24][C:2]1([F:1])[CH2:6][N:5]([C:7]2[CH:12]=[CH:11][N:10]3[N:13]=[CH:14][C:15]([NH:16][C:30]([N:32]4[CH2:33][CH:34]([OH:42])[CH2:36]4)=[O:31])=[C:9]3[N:8]=2)[C@@H:4]([C:17]2[CH:22]=[CH:21][CH:20]=[C:19]([F:23])[CH:18]=2)[CH2:3]1. The yield is 0.480.